From a dataset of Reaction yield outcomes from USPTO patents with 853,638 reactions. Predict the reaction yield, written as a fraction of the theoretical maximum amount of product (1.0 means a 100% yield; for example, 0.34 means a 34% yield). (1) The reactants are [Cl:1][C:2]1[N:3]=[CH:4][C:5]([C:8](=O)[CH2:9][C:10]([O:12][CH2:13][CH3:14])=[O:11])=[N:6][CH:7]=1.INC(=O)CCC(N)=O.[NH2:25][C:26]([NH2:28])=[S:27]. The catalyst is C(OCC)(=O)C.CO. The product is [NH2:28][C:26]1[S:27][C:9]([C:10]([O:12][CH2:13][CH3:14])=[O:11])=[C:8]([C:5]2[CH:4]=[N:3][C:2]([Cl:1])=[CH:7][N:6]=2)[N:25]=1. The yield is 0.201. (2) The reactants are [Cl-].[Al+3].[Cl-].[Cl-].[CH3:5][C:6]1[CH:14]=[CH:13][C:9]([C:10](Cl)=[O:11])=[CH:8][C:7]=1[S:15](=[O:18])(=[O:17])[NH2:16].[C:19]1([O:25][CH3:26])[CH:24]=[CH:23][CH:22]=[CH:21][CH:20]=1.C(OCC)C. The catalyst is C(Cl)Cl.C(OCC)(=O)C. The product is [CH3:26][O:25][C:19]1[CH:24]=[CH:23][C:22]([C:10]([C:9]2[CH:13]=[CH:14][C:6]([CH3:5])=[C:7]([S:15]([NH2:16])(=[O:18])=[O:17])[CH:8]=2)=[O:11])=[CH:21][CH:20]=1. The yield is 0.580. (3) The reactants are [NH2:1][C:2]1[CH:10]=[CH:9][CH:8]=[C:7]2[C:3]=1[CH2:4][O:5][C:6]2=[O:11].[O:12]=[C:13]([C:17]1[CH:22]=[CH:21][CH:20]=[CH:19][CH:18]=1)[C:14](O)=[O:15].CN(C(ON1N=NC2C=CC=CC1=2)=[N+](C)C)C.F[P-](F)(F)(F)(F)F.Cl. The catalyst is ClCCl.O. The product is [O:12]=[C:13]([C:17]1[CH:22]=[CH:21][CH:20]=[CH:19][CH:18]=1)[C:14]([NH:1][C:2]1[CH:10]=[CH:9][CH:8]=[C:7]2[C:3]=1[CH2:4][O:5][C:6]2=[O:11])=[O:15]. The yield is 0.660. (4) The reactants are [CH3:1][C:2]1[CH:3]=[C:4]([CH:27]=[CH:28][C:29]=1[CH3:30])[CH2:5][N:6]1[C:10](=O)[CH:9]([CH2:12][CH2:13][CH2:14][C:15]2[CH:20]=[CH:19][C:18]([O:21][CH3:22])=[CH:17][CH:16]=2)[N:8]([CH2:23][CH2:24][CH3:25])[C:7]1=[O:26].[CH3:31][Mg]Br.CCOCC. The catalyst is C1COCC1. The product is [CH3:1][C:2]1[CH:3]=[C:4]([CH:27]=[CH:28][C:29]=1[CH3:30])[CH2:5][N:6]1[C:10]([CH3:31])=[C:9]([CH2:12][CH2:13][CH2:14][C:15]2[CH:16]=[CH:17][C:18]([O:21][CH3:22])=[CH:19][CH:20]=2)[N:8]([CH2:23][CH2:24][CH3:25])[C:7]1=[O:26]. The yield is 1.00. (5) The reactants are Cl[CH2:2][CH2:3][CH2:4][N:5]1[CH2:9][CH:8]2[CH2:10][CH2:11][CH2:12][CH:7]2[CH2:6]1.C([O-])([O-])=O.[K+].[K+].[Cl:19][C:20]1[CH:21]=[C:22]([NH:27][C:28]2[C:37]3[C:32](=[CH:33][C:34]([O:39][CH3:40])=[C:35]([OH:38])[CH:36]=3)[N:31]=[CH:30][N:29]=2)[CH:23]=[CH:24][C:25]=1[F:26].C(Cl)Cl. The catalyst is CN(C=O)C.[I-].C([N+](CCCC)(CCCC)CCCC)CCC. The product is [Cl:19][C:20]1[CH:21]=[C:22]([NH:27][C:28]2[C:37]3[C:32](=[CH:33][C:34]([O:39][CH3:40])=[C:35]([O:38][CH2:2][CH2:3][CH2:4][N:5]4[CH2:9][CH:8]5[CH2:10][CH2:11][CH2:12][CH:7]5[CH2:6]4)[CH:36]=3)[N:31]=[CH:30][N:29]=2)[CH:23]=[CH:24][C:25]=1[F:26]. The yield is 0.756. (6) The reactants are [OH:1][C:2]1[CH:3]=[C:4]([CH:8]2[CH2:12][N:11]([C:13]3[CH:14]=[C:15]([CH:19]=[CH:20][CH:21]=3)[C:16]([NH2:18])=[O:17])[C:10](=[O:22])[CH2:9]2)[CH:5]=[CH:6][CH:7]=1.[C:23]([C:25]1[CH:30]=[CH:29][CH:28]=[CH:27][C:26]=1B(O)O)#[N:24].N(C)(C)C. The catalyst is C(Cl)Cl.C([O-])(=O)C.[Cu+2].C([O-])(=O)C. The product is [C:23]([C:25]1[CH:30]=[CH:29][CH:28]=[CH:27][C:26]=1[O:1][C:2]1[CH:3]=[C:4]([CH:8]2[CH2:12][N:11]([C:13]3[CH:14]=[C:15]([CH:19]=[CH:20][CH:21]=3)[C:16]([NH2:18])=[O:17])[C:10](=[O:22])[CH2:9]2)[CH:5]=[CH:6][CH:7]=1)#[N:24]. The yield is 0.350. (7) The reactants are P(OCC)(OCC)OCC.[Br:11][C:12]1[CH:17]=[CH:16][C:15]([C:18]2[N:19]=[C:20]([C@@H:27]3[CH2:31][CH2:30][CH2:29][N:28]3[C:32]([O:34][C:35]([CH3:38])([CH3:37])[CH3:36])=[O:33])[N:21](O)[C:22]=2[CH2:23][CH2:24][CH3:25])=[CH:14][CH:13]=1. The catalyst is CN(C=O)C.C(OCC)(=O)C. The product is [Br:11][C:12]1[CH:13]=[CH:14][C:15]([C:18]2[N:19]=[C:20]([C@@H:27]3[CH2:31][CH2:30][CH2:29][N:28]3[C:32]([O:34][C:35]([CH3:36])([CH3:38])[CH3:37])=[O:33])[NH:21][C:22]=2[CH2:23][CH2:24][CH3:25])=[CH:16][CH:17]=1. The yield is 0.760.